Dataset: Catalyst prediction with 721,799 reactions and 888 catalyst types from USPTO. Task: Predict which catalyst facilitates the given reaction. (1) Reactant: CC(C)([O-])C.[K+].[CH2:7]([O:14][N:15]([C:33](=[O:40])[CH2:34][C:35]([O:37][CH2:38][CH3:39])=[O:36])[C:16]1[N:25]=[CH:24][CH:23]=[C:22]([C:26]2[CH:31]=[CH:30][CH:29]=[C:28]([Br:32])[CH:27]=2)[C:17]=1[C:18]([O:20]C)=O)[C:8]1[CH:13]=[CH:12][CH:11]=[CH:10][CH:9]=1. Product: [CH2:7]([O:14][N:15]1[C:16]2[C:17](=[C:22]([C:26]3[CH:31]=[CH:30][CH:29]=[C:28]([Br:32])[CH:27]=3)[CH:23]=[CH:24][N:25]=2)[C:18]([OH:20])=[C:34]([C:35]([O:37][CH2:38][CH3:39])=[O:36])[C:33]1=[O:40])[C:8]1[CH:9]=[CH:10][CH:11]=[CH:12][CH:13]=1. The catalyst class is: 14. (2) Reactant: CC([O-])(C)C.[K+].[Cl:7][C:8]1[CH:13]=[CH:12][CH:11]=[CH:10][C:9]=1[C:14]1([CH3:27])[C:22]2[C:17](=[CH:18][CH:19]=[C:20]([O:23][CH2:24][CH3:25])[CH:21]=2)[NH:16][C:15]1=[O:26].[N+:28]([C:31]1[CH:36]=[CH:35][C:34]([S:37](Cl)(=[O:39])=[O:38])=[C:33]([O:41][CH3:42])[CH:32]=1)([O-:30])=[O:29].O. The catalyst class is: 7. Product: [Cl:7][C:8]1[CH:13]=[CH:12][CH:11]=[CH:10][C:9]=1[C:14]1([CH3:27])[C:22]2[C:17](=[CH:18][CH:19]=[C:20]([O:23][CH2:24][CH3:25])[CH:21]=2)[N:16]([S:37]([C:34]2[CH:35]=[CH:36][C:31]([N+:28]([O-:30])=[O:29])=[CH:32][C:33]=2[O:41][CH3:42])(=[O:38])=[O:39])[C:15]1=[O:26].